Dataset: Full USPTO retrosynthesis dataset with 1.9M reactions from patents (1976-2016). Task: Predict the reactants needed to synthesize the given product. (1) The reactants are: C([Sn](CCCC)(CCCC)[C:6]([O:8]CC)=[CH2:7])CCC.Br[C:20]1[CH:21]=[C:22]([O:34][CH2:35][CH3:36])[C:23]([O:30]COC)=[C:24]([C:26]([CH3:29])([CH3:28])[CH3:27])[CH:25]=1.C(OCC)(=O)C. Given the product [C:26]([C:24]1[CH:25]=[C:20]([C:6](=[O:8])[CH3:7])[CH:21]=[C:22]([O:34][CH2:35][CH3:36])[C:23]=1[OH:30])([CH3:27])([CH3:28])[CH3:29], predict the reactants needed to synthesize it. (2) Given the product [OH:30][CH:10]([C:11]1[C:19]([O:20][CH3:21])=[CH:18][C:17]([CH3:22])=[C:16]2[C:12]=1[CH:13]=[CH:14][NH:15]2)[C:8]1[O:9][C:5]2[CH:4]=[C:3]([C:1]#[N:2])[CH:32]=[CH:31][C:6]=2[CH:7]=1, predict the reactants needed to synthesize it. The reactants are: [C:1]([C:3]1[CH:32]=[CH:31][C:6]2[CH:7]=[C:8]([CH:10]([OH:30])[C:11]3[C:19]([O:20][CH3:21])=[CH:18][C:17]([CH3:22])=[C:16]4[C:12]=3[CH:13]=[CH:14][N:15]4C(OC(C)(C)C)=O)[O:9][C:5]=2[CH:4]=1)#[N:2].C([O-])([O-])=O.[Cs+].[Cs+]. (3) Given the product [CH3:18][O:17][C:12]1[C:11]2[CH:10]=[C:9]([CH3:19])[NH:8][C:16]=2[CH:15]=[CH:14][N:13]=1, predict the reactants needed to synthesize it. The reactants are: C([N:8]1[C:16]2[CH:15]=[CH:14][N:13]=[C:12]([O:17][CH3:18])[C:11]=2[CH:10]=[C:9]1[CH3:19])C1C=CC=CC=1.CC(C)([O-])C.[K+]. (4) Given the product [C:1]([O:5][C:6]([N:8]1[CH2:9][CH2:10][CH:11]([N:14]2[C@H:24]([C:27]3[CH:32]=[CH:31][CH:30]=[CH:29][CH:28]=3)[CH2:25][O:16][C:15]2=[N:17][C:18]2[CH:19]=[CH:20][CH:21]=[CH:22][CH:23]=2)[CH2:12][CH2:13]1)=[O:7])([CH3:3])([CH3:4])[CH3:2], predict the reactants needed to synthesize it. The reactants are: [C:1]([O:5][C:6]([N:8]1[CH2:13][CH2:12][CH:11]([N:14]([C@H:24]([C:27]2[CH:32]=[CH:31][CH:30]=[CH:29][CH:28]=2)[CH2:25]O)[C:15]([NH:17][C:18]2[CH:23]=[CH:22][CH:21]=[CH:20][CH:19]=2)=[O:16])[CH2:10][CH2:9]1)=[O:7])([CH3:4])([CH3:3])[CH3:2].CS(Cl)(=O)=O. (5) Given the product [CH3:14][Si:13]([CH3:16])([CH3:15])[CH2:12][CH2:11][O:10][C:7]1[N:8]=[CH:9][C:4]([NH2:1])=[CH:5][CH:6]=1, predict the reactants needed to synthesize it. The reactants are: [N+:1]([C:4]1[CH:5]=[CH:6][C:7]([O:10][CH2:11][CH2:12][Si:13]([CH3:16])([CH3:15])[CH3:14])=[N:8][CH:9]=1)([O-])=O. (6) Given the product [Cl:32][C:12]1[C:13]([O:17][CH2:18][CH2:19][CH2:20][O:21][C:22]2[CH:27]=[CH:26][C:25]([C:28]([F:31])([F:29])[F:30])=[CH:24][N:23]=2)=[C:14]([I:16])[CH:15]=[C:10]([OH:9])[CH:11]=1, predict the reactants needed to synthesize it. The reactants are: C([O:9][C:10]1[CH:11]=[C:12]([Cl:32])[C:13]([O:17][CH2:18][CH2:19][CH2:20][O:21][C:22]2[CH:27]=[CH:26][C:25]([C:28]([F:31])([F:30])[F:29])=[CH:24][N:23]=2)=[C:14]([I:16])[CH:15]=1)(=O)C1C=CC=CC=1.[OH-].[Na+].Cl.